The task is: Binary classification across 12 toxicity assays.. This data is from Tox21: 12 toxicity assays (nuclear receptors and stress response pathways). (1) The molecule is COc1cc([C@@H]2c3cc4c(cc3[C@H](O)[C@H]3COC(=O)[C@H]23)OCO4)cc(OC)c1OC. It tested positive (active) for: NR-AhR (Aryl hydrocarbon Receptor agonist activity), SR-ATAD5 (ATAD5 genotoxicity (DNA damage)), and SR-MMP (Mitochondrial Membrane Potential disruption). (2) The compound is Nc1ccc(N)c2c1C(=O)c1ccccc1C2=O. It tested positive (active) for: NR-AhR (Aryl hydrocarbon Receptor agonist activity), SR-ARE (Antioxidant Response Element (oxidative stress)), and SR-MMP (Mitochondrial Membrane Potential disruption). (3) The molecule is NC[C@@H]1CC[C@@H](N)[C@@H](O[C@@H]2[C@@H](N)C[C@@H](N)[C@H](O[C@H]3O[C@H](CO)[C@@H](O)[C@H](N)[C@H]3O)[C@H]2O)O1. It tested positive (active) for: NR-AR (Androgen Receptor agonist activity), and NR-ER (Estrogen Receptor agonist activity). (4) The compound is OC[C@H]1O[C@@H]2O[C@@H]3[C@@H](CO)O[C@H](O[C@@H]4[C@@H](CO)O[C@H](O[C@@H]5[C@@H](CO)O[C@H](O[C@@H]6[C@@H](CO)O[C@H](O[C@@H]7[C@@H](CO)O[C@H](O[C@H]1[C@H](O)[C@H]2O)[C@H](O)[C@H]7O)[C@H](O)[C@H]6O)[C@H](O)[C@H]5O)[C@H](O)[C@H]4O)[C@H](O)[C@H]3O. It tested positive (active) for: NR-ER (Estrogen Receptor agonist activity), and SR-ARE (Antioxidant Response Element (oxidative stress)). (5) The drug is CCC1CO1. It tested positive (active) for: NR-ER (Estrogen Receptor agonist activity). (6) The drug is CCCCCCCCCCCC(C)=O. It tested positive (active) for: NR-ER (Estrogen Receptor agonist activity). (7) The molecule is CC(C)C[C@H](NC(=O)OCC1c2ccccc2-c2ccccc21)C(=O)O. It tested positive (active) for: NR-AhR (Aryl hydrocarbon Receptor agonist activity), NR-ER (Estrogen Receptor agonist activity), NR-PPAR-gamma (PPAR-gamma nuclear receptor agonist), and SR-ATAD5 (ATAD5 genotoxicity (DNA damage)).